From a dataset of Forward reaction prediction with 1.9M reactions from USPTO patents (1976-2016). Predict the product of the given reaction. (1) Given the reactants CO[C:3](=[O:36])[C:4]1[CH:9]=[CH:8][C:7]([Cl:10])=[C:6]([N:11]2[CH:16]=[CH:15][N:14]=[C:13]([NH:17][C:18]([C:21]3[CH:26]=[CH:25][CH:24]=[CH:23][C:22]=3[O:27][CH2:28][C:29]3[CH:34]=[CH:33][CH:32]=[CH:31][CH:30]=3)([CH3:20])[CH3:19])[C:12]2=[O:35])[CH:5]=1.[CH:37]1([NH2:40])[CH2:39][CH2:38]1.C([Mg]Cl)(C)C, predict the reaction product. The product is: [CH2:28]([O:27][C:22]1[CH:23]=[CH:24][CH:25]=[CH:26][C:21]=1[C:18]([NH:17][C:13]1[C:12](=[O:35])[N:11]([C:6]2[CH:5]=[C:4]([CH:9]=[CH:8][C:7]=2[Cl:10])[C:3]([NH:40][CH:37]2[CH2:39][CH2:38]2)=[O:36])[CH:16]=[CH:15][N:14]=1)([CH3:20])[CH3:19])[C:29]1[CH:30]=[CH:31][CH:32]=[CH:33][CH:34]=1. (2) Given the reactants [F:1][C:2]1[CH:3]=[C:4]([CH2:9][OH:10])[CH:5]=[CH:6][C:7]=1[F:8].[H-].[Na+].Cl[C:14]1[CH:25]=[C:18]2[N:19]([CH3:24])[C@H:20]([CH3:23])[CH2:21][CH2:22][N:17]2[C:16](=[O:26])[N:15]=1, predict the reaction product. The product is: [F:1][C:2]1[CH:3]=[C:4]([CH:5]=[CH:6][C:7]=1[F:8])[CH2:9][O:10][C:14]1[CH:25]=[C:18]2[N:19]([CH3:24])[C@H:20]([CH3:23])[CH2:21][CH2:22][N:17]2[C:16](=[O:26])[N:15]=1.